This data is from Forward reaction prediction with 1.9M reactions from USPTO patents (1976-2016). The task is: Predict the product of the given reaction. (1) Given the reactants CN(C(ON1N=NC2C=CC=NC1=2)=[N+](C)C)C.F[P-](F)(F)(F)(F)F.[C:25]([O:29][C:30]([NH:32][C:33]1[CH:41]=[C:40]([O:42][CH3:43])[C:36]([C:37]([OH:39])=O)=[C:35]([O:44][CH3:45])[CH:34]=1)=[O:31])([CH3:28])([CH3:27])[CH3:26].[CH3:46][N:47]([CH3:51])[CH2:48][CH2:49][NH2:50].CCN(C(C)C)C(C)C, predict the reaction product. The product is: [CH3:46][N:47]([CH3:51])[CH2:48][CH2:49][NH:50][C:37]([C:36]1[C:35]([O:44][CH3:45])=[CH:34][C:33]([NH:32][C:30](=[O:31])[O:29][C:25]([CH3:26])([CH3:27])[CH3:28])=[CH:41][C:40]=1[O:42][CH3:43])=[O:39]. (2) Given the reactants [F:1][C:2]1[CH:11]=[C:10]2[C:5]([C:6](=O)[CH2:7][C@H:8]([C:12]3[CH:13]=[C:14]([CH:19]=[CH:20][CH:21]=3)[C:15]([O:17][CH3:18])=[O:16])[O:9]2)=[CH:4][CH:3]=1.C([O-])(=O)C.[Na+].[CH3:28][O:29][NH2:30].Cl, predict the reaction product. The product is: [F:1][C:2]1[CH:11]=[C:10]2[C:5]([C:6](=[N:30][O:29][CH3:28])[CH2:7][C@H:8]([C:12]3[CH:13]=[C:14]([CH:19]=[CH:20][CH:21]=3)[C:15]([O:17][CH3:18])=[O:16])[O:9]2)=[CH:4][CH:3]=1. (3) Given the reactants [O:1]1[CH:5]=[CH:4][CH:3]=[C:2]1[C:6]([NH:8][C:9]1([C:15]([NH:17][CH:18]2[CH2:23][CH2:22][N:21](C(OC(C)(C)C)=O)[CH2:20][CH:19]2[OH:31])=[O:16])[CH2:14][CH2:13][CH2:12][CH2:11][CH2:10]1)=[O:7].[ClH:32].C(OCC)(=O)C, predict the reaction product. The product is: [ClH:32].[O:1]1[CH:5]=[CH:4][CH:3]=[C:2]1[C:6]([NH:8][C:9]1([C:15]([NH:17][CH:18]2[CH2:23][CH2:22][NH:21][CH2:20][CH:19]2[OH:31])=[O:16])[CH2:14][CH2:13][CH2:12][CH2:11][CH2:10]1)=[O:7].